This data is from Forward reaction prediction with 1.9M reactions from USPTO patents (1976-2016). The task is: Predict the product of the given reaction. (1) Given the reactants [Cl:1][C:2]1[CH:3]=[C:4]([N:9]2[N:13]=[C:12]3[CH:14]=[CH:15][C:16]([S:18]([CH3:21])(=[O:20])=[O:19])=[CH:17][C:11]3=[N:10]2)[CH:5]=[CH:6][C:7]=1[Cl:8].[CH3:22][Si]([N-][Si](C)(C)C)(C)C.[Li+].CI.[Cl-].[NH4+], predict the reaction product. The product is: [Cl:1][C:2]1[CH:3]=[C:4]([N:9]2[N:13]=[C:12]3[CH:14]=[CH:15][C:16]([S:18]([CH2:21][CH3:22])(=[O:19])=[O:20])=[CH:17][C:11]3=[N:10]2)[CH:5]=[CH:6][C:7]=1[Cl:8]. (2) The product is: [O:24]=[S:23]1(=[O:25])[C:16]2[CH:17]=[CH:18][C:19]([OH:21])=[CH:20][C:15]=2[N:14]2[CH2:7][CH2:2][CH2:3][CH:4]2[NH:26]1. Given the reactants N[C:2]1[CH:7]=CC(OC)=[CH:4][C:3]=1S(N)(=O)=O.[NH2:14][C:15]1[CH:20]=[C:19]([O:21]C)[CH:18]=[CH:17][C:16]=1[S:23]([NH2:26])(=[O:25])=[O:24], predict the reaction product. (3) Given the reactants [NH2:1][C:2]1[N:7]2[N:8]=[CH:9][C:10]([C:11]([N:13]3[CH2:17][CH2:16][CH:15]([N:18]([CH3:20])[CH3:19])[CH2:14]3)=[O:12])=[C:6]2[N:5]=[CH:4][C:3]=1[C:21]1[CH:26]=[CH:25][C:24]([N+:27]([O-])=O)=[CH:23][C:22]=1[CH3:30], predict the reaction product. The product is: [NH2:1][C:2]1[N:7]2[N:8]=[CH:9][C:10]([C:11]([N:13]3[CH2:17][CH2:16][CH:15]([N:18]([CH3:20])[CH3:19])[CH2:14]3)=[O:12])=[C:6]2[N:5]=[CH:4][C:3]=1[C:21]1[CH:26]=[CH:25][C:24]([NH2:27])=[CH:23][C:22]=1[CH3:30]. (4) The product is: [F:18][CH:17]([F:19])[CH2:16][O:15][C:13]1[CH:12]=[CH:11][C:3]([C:4]([O:6][CH3:7])=[O:5])=[C:2]([O:21][CH3:20])[N:14]=1. Given the reactants Cl[C:2]1[N:14]=[C:13]([O:15][CH2:16][CH:17]([F:19])[F:18])[CH:12]=[CH:11][C:3]=1[C:4]([O:6][CH2:7]C(F)F)=[O:5].[CH3:20][O-:21].[Na+].O, predict the reaction product. (5) Given the reactants [NH2:1][C:2]1[C:3]([CH3:18])=[C:4]2[C:8](=[CH:9][C:10]=1[CH3:11])[N:7]([CH2:12][CH2:13][CH2:14][CH2:15][CH2:16][CH3:17])[CH2:6][CH2:5]2.C(N(CC)CC)C.[C:26](Cl)(=[O:31])[C:27]([CH3:30])([CH3:29])[CH3:28].O, predict the reaction product. The product is: [CH2:12]([N:7]1[C:8]2[C:4](=[C:3]([CH3:18])[C:2]([NH:1][C:26](=[O:31])[C:27]([CH3:30])([CH3:29])[CH3:28])=[C:10]([CH3:11])[CH:9]=2)[CH2:5][CH2:6]1)[CH2:13][CH2:14][CH2:15][CH2:16][CH3:17]. (6) Given the reactants [F:1][C:2]1([F:15])[O:6][C:5]2[CH:7]=[CH:8][C:9]([CH:11]([OH:14])[CH2:12][CH3:13])=[CH:10][C:4]=2[O:3]1, predict the reaction product. The product is: [F:15][C:2]1([F:1])[O:6][C:5]2[CH:7]=[CH:8][C:9]([C:11](=[O:14])[CH2:12][CH3:13])=[CH:10][C:4]=2[O:3]1. (7) Given the reactants CO.[CH3:3][NH:4][CH3:5].[C:6]([C:8]1[CH:9]=[C:10]([S:14](Cl)(=[O:16])=[O:15])[CH:11]=[CH:12][CH:13]=1)#[N:7], predict the reaction product. The product is: [NH2:7][CH2:6][C:8]1[CH:9]=[C:10]([S:14]([N:4]([CH3:5])[CH3:3])(=[O:16])=[O:15])[CH:11]=[CH:12][CH:13]=1.